The task is: Binary Classification. Given a drug SMILES string, predict its activity (active/inactive) in a high-throughput screening assay against a specified biological target.. This data is from HIV replication inhibition screening data with 41,000+ compounds from the AIDS Antiviral Screen. (1) The molecule is CN=CN(C)c1c2ccccc2nc2ccccc12. The result is 0 (inactive). (2) The drug is Cl.NCCCN(CCCN)CCCNCc1c2ccccc2c(CNCCCN(CCCN)CCCN)c2ccccc12. The result is 1 (active). (3) The compound is C=CCOC(C)n1c(C)cc(=O)n(C(C)OCC=C)c1=O. The result is 0 (inactive). (4) The molecule is CCOC(=O)c1ccc(NC(=O)Nc2ncccc2C)cc1. The result is 0 (inactive).